This data is from Full USPTO retrosynthesis dataset with 1.9M reactions from patents (1976-2016). The task is: Predict the reactants needed to synthesize the given product. (1) The reactants are: [Cl:1][C:2]1[CH:3]=[C:4]([B:9](O)O)[CH:5]=[CH:6][C:7]=1[F:8].[C:12]1([NH2:23])[C:21]2[C:16](=[CH:17][CH:18]=[CH:19][C:20]=2[NH2:22])[CH:15]=[CH:14][CH:13]=1. Given the product [Cl:1][C:2]1[CH:3]=[C:4]([B:9]2[NH:23][C:12]3[C:21]4[C:16]([CH:15]=[CH:14][CH:13]=3)=[CH:17][CH:18]=[CH:19][C:20]=4[NH:22]2)[CH:5]=[CH:6][C:7]=1[F:8], predict the reactants needed to synthesize it. (2) Given the product [CH3:1][C:2]1([CH3:15])[CH2:11][CH2:10][C:9]2[C:4](=[C:5]([CH3:14])[C:6]([CH3:13])=[C:7]([OH:12])[C:8]=2[CH2:24][CH:23]=[C:21]([CH3:22])[CH3:20])[O:3]1, predict the reactants needed to synthesize it. The reactants are: [CH3:1][C:2]1([CH3:15])[CH2:11][CH2:10][C:9]2[C:4](=[C:5]([CH3:14])[C:6]([CH3:13])=[C:7]([OH:12])[CH:8]=2)[O:3]1.B(F)(F)F.[CH3:20][C:21](O)([CH:23]=[CH2:24])[CH3:22]. (3) Given the product [CH:11]([O:10][C:5]1[CH:4]=[CH:3][C:2]([B:17]2[O:18][C:19]([CH3:21])([CH3:20])[C:15]([CH3:31])([CH3:14])[O:16]2)=[CH:9][C:6]=1[C:7]#[N:8])([CH3:13])[CH3:12], predict the reactants needed to synthesize it. The reactants are: Br[C:2]1[CH:3]=[CH:4][C:5]([O:10][CH:11]([CH3:13])[CH3:12])=[C:6]([CH:9]=1)[C:7]#[N:8].[CH3:14][C:15]1([CH3:31])[C:19]([CH3:21])([CH3:20])[O:18][B:17]([B:17]2[O:18][C:19]([CH3:21])([CH3:20])[C:15]([CH3:31])([CH3:14])[O:16]2)[O:16]1.C([O-])(=O)C.[K+].C(Cl)Cl. (4) The reactants are: FC(F)(F)C(O)=O.[CH:8]1([CH2:11][CH2:12][O:13][C:14]2[NH:15][C:16]([NH2:25])=[C:17]3[C:21]([N:22]=2)=[N:20][C:19]([O:23][CH3:24])=[N:18]3)[CH2:10][CH2:9]1.Br[CH2:27][CH2:28][C@H:29]1[CH2:33][CH2:32][O:31][CH2:30]1. Given the product [CH:8]1([CH2:11][CH2:12][O:13][C:14]2[N:22]=[C:21]3[C:17]([N:18]=[C:19]([O:23][CH3:24])[N:20]3[CH2:27][CH2:28][C@H:29]3[CH2:33][CH2:32][O:31][CH2:30]3)=[C:16]([NH2:25])[N:15]=2)[CH2:10][CH2:9]1, predict the reactants needed to synthesize it. (5) Given the product [CH2:30]([O:29][C:27]([CH:26]1[CH2:25][N:15]([C:16]2[CH:17]=[C:18]3[C:22](=[CH:23][CH:24]=2)[CH2:21][CH2:20][CH2:19]3)[C:8]2[N:9]=[C:10]([S:13][CH3:14])[N:11]=[CH:12][C:7]=2[C:5]1=[O:6])=[O:28])[CH3:31], predict the reactants needed to synthesize it. The reactants are: [Na].C(O[C:5]([C:7]1[C:8]([N:15]([CH2:25][CH2:26][C:27]([O:29][CH2:30][CH3:31])=[O:28])[C:16]2[CH:17]=[C:18]3[C:22](=[CH:23][CH:24]=2)[CH2:21][CH2:20][CH2:19]3)=[N:9][C:10]([S:13][CH3:14])=[N:11][CH:12]=1)=[O:6])C.CC(C)([O-])C.[Na+].Cl. (6) Given the product [Cl:1][C:2]1[CH:3]=[C:4]([C@@H:8]([C:17]2[CH:22]=[CH:21][CH:20]=[C:19]([C:23]([NH:25][CH2:26][C@@H:27]([NH:35][CH3:36])[CH2:28][C@H:29]3[CH2:34][CH2:33][CH2:32][O:31][CH2:30]3)=[O:24])[CH:18]=2)[O:9][CH2:10][CH2:11][NH:12][C:13](=[O:16])[O:14][CH3:15])[CH:5]=[CH:6][CH:7]=1, predict the reactants needed to synthesize it. The reactants are: [Cl:1][C:2]1[CH:3]=[C:4]([C@@H:8]([C:17]2[CH:22]=[CH:21][CH:20]=[C:19]([C:23]([NH:25][CH2:26][C@@H:27]([N:35](C(OC(C)(C)C)=O)[CH3:36])[CH2:28][C@H:29]3[CH2:34][CH2:33][CH2:32][O:31][CH2:30]3)=[O:24])[CH:18]=2)[O:9][CH2:10][CH2:11][NH:12][C:13](=[O:16])[O:14][CH3:15])[CH:5]=[CH:6][CH:7]=1.Cl.O1CCOCC1. (7) Given the product [CH3:1][O:2][C:3]1[C:4]([CH2:11][OH:12])=[N:5][CH:6]=[C:7]([O:9][CH3:10])[N:8]=1, predict the reactants needed to synthesize it. The reactants are: [CH3:1][O:2][C:3]1[C:4]([CH:11]=[O:12])=[N:5][CH:6]=[C:7]([O:9][CH3:10])[N:8]=1.[BH4-].[Na+].